From a dataset of Catalyst prediction with 721,799 reactions and 888 catalyst types from USPTO. Predict which catalyst facilitates the given reaction. (1) Reactant: [Cl:1][CH2:2][S:3](Cl)(=[O:5])=[O:4].C(N(CC)CC)C.[F:14][C:15]1[CH:16]=[C:17]([NH:22][C:23]([NH:25][C@H:26]2[CH2:34][C@H:33]3[C@:29]([C:35]4[CH:40]=[CH:39][C:38]([O:41][CH3:42])=[C:37]([O:43][CH3:44])[CH:36]=4)([CH2:30][CH2:31][NH:32]3)[CH2:28][CH2:27]2)=[O:24])[CH:18]=[CH:19][C:20]=1[F:21]. Product: [Cl:1][CH2:2][S:3]([N:32]1[C@@H:33]2[C@@:29]([C:35]3[CH:40]=[CH:39][C:38]([O:41][CH3:42])=[C:37]([O:43][CH3:44])[CH:36]=3)([CH2:28][CH2:27][C@@H:26]([NH:25][C:23]([NH:22][C:17]3[CH:18]=[CH:19][C:20]([F:21])=[C:15]([F:14])[CH:16]=3)=[O:24])[CH2:34]2)[CH2:30][CH2:31]1)(=[O:5])=[O:4]. The catalyst class is: 1. (2) Reactant: [CH3:1][O:2][C:3]([C:5]1[N:6]([NH2:14])[C:7]2[C:12]([CH:13]=1)=[CH:11][CH:10]=[CH:9][CH:8]=2)=[O:4].[C:15]([N:23]=[C:24]=[S:25])(=[O:22])[C:16]1[CH:21]=[CH:20][CH:19]=[CH:18][CH:17]=1. Product: [CH3:1][O:2][C:3]([C:5]1[N:6]([NH:14][C:24]([NH:23][C:15](=[O:22])[C:16]2[CH:17]=[CH:18][CH:19]=[CH:20][CH:21]=2)=[S:25])[C:7]2[C:12]([CH:13]=1)=[CH:11][CH:10]=[CH:9][CH:8]=2)=[O:4]. The catalyst class is: 7. (3) The catalyst class is: 3. Reactant: [F:1][C:2]1[CH:21]=[CH:20][CH:19]=[C:18]([F:22])[C:3]=1[CH2:4][N:5]1[C:9]2=[N:10][CH:11]=[CH:12][CH:13]=[C:8]2[C:7]([C:14](=[N:16][OH:17])[NH2:15])=[N:6]1.N1C=CC=CC=1.Cl[C:30](OCC(C)C)=[O:31].O. Product: [F:22][C:18]1[CH:19]=[CH:20][CH:21]=[C:2]([F:1])[C:3]=1[CH2:4][N:5]1[C:9]2=[N:10][CH:11]=[CH:12][CH:13]=[C:8]2[C:7]([C:14]2[NH:15][C:30](=[O:31])[O:17][N:16]=2)=[N:6]1.